From a dataset of Catalyst prediction with 721,799 reactions and 888 catalyst types from USPTO. Predict which catalyst facilitates the given reaction. (1) Product: [S:1]1[CH:5]=[C:4]([CH2:6][NH:7][S:15]([NH2:16])(=[O:18])=[O:17])[C:3]2[CH:19]=[CH:20][CH:21]=[CH:22][C:2]1=2. Reactant: [S:1]1[CH:5]=[C:4]([CH2:6][N:7]([S:15](=[O:18])(=[O:17])[NH2:16])C(=O)OC(C)(C)C)[C:3]2[CH:19]=[CH:20][CH:21]=[CH:22][C:2]1=2.Cl. The catalyst class is: 5. (2) Reactant: C1(P(C2C=CC=CC=2)CCCCP(C2C=CC=CC=2)C2C=CC=CC=2)C=CC=CC=1.C([N:34]1[C@H:39]([CH3:40])[CH2:38][N:37]([C@H:41]([C:48]2[CH:60]=[CH:59][C:51]([C:52]([N:54]([CH2:57][CH3:58])[CH2:55][CH3:56])=[O:53])=[CH:50][CH:49]=2)[C:42]2[CH:47]=[CH:46][CH:45]=[CH:44][CH:43]=2)[C@@H:36]([CH3:61])[CH2:35]1)C=C.C(O)(=O)C1C(=CC=CC=1)S. The catalyst class is: 7. Product: [CH3:61][C@H:36]1[CH2:35][NH:34][C@H:39]([CH3:40])[CH2:38][N:37]1[C@H:41]([C:48]1[CH:49]=[CH:50][C:51]([C:52]([N:54]([CH2:57][CH3:58])[CH2:55][CH3:56])=[O:53])=[CH:59][CH:60]=1)[C:42]1[CH:43]=[CH:44][CH:45]=[CH:46][CH:47]=1. (3) Reactant: [CH3:1]C(C)([O-])C.[K+].[CH3:7][O:8][CH2:9][O:10][C@H:11]1[CH2:28][CH2:27][C@@:26]2([CH3:29])[C:13](=[CH:14][CH2:15][C@@H:16]3[C@@H:25]2[CH2:24][CH2:23][C@@:21]2([CH3:22])[C@H:17]3[CH2:18][CH2:19][C:20]2=O)[CH2:12]1.O. Product: [CH3:7][O:8][CH2:9][O:10][C@H:11]1[CH2:28][CH2:27][C@@:26]2([CH3:29])[CH:13]([CH2:14][CH2:15][C@@H:16]3[C@@H:25]2[CH2:24][CH2:23][C@@:21]2([CH3:22])[C@H:17]3[CH2:18][CH2:19][C:20]2=[CH2:1])[CH2:12]1. The catalyst class is: 307. (4) Reactant: C(OC([N:8]1[CH2:37][CH2:36][N:11]2[C:12](=[O:35])[C:13]3[C:18]([C@@H:10]2[CH2:9]1)=[CH:17][C:16]([C:19]1[CH:24]=[CH:23][C:22]([O:25][C:26]([F:29])([F:28])[F:27])=[CH:21][C:20]=1[CH3:30])=[CH:15][C:14]=3[C:31]([F:34])([F:33])[F:32])=O)(C)(C)C.[ClH:38]. Product: [ClH:38].[CH3:30][C:20]1[CH:21]=[C:22]([O:25][C:26]([F:27])([F:28])[F:29])[CH:23]=[CH:24][C:19]=1[C:16]1[CH:17]=[C:18]2[C:13]([C:12](=[O:35])[N:11]3[CH2:36][CH2:37][NH:8][CH2:9][C@H:10]32)=[C:14]([C:31]([F:34])([F:32])[F:33])[CH:15]=1. The catalyst class is: 27. (5) The catalyst class is: 3. Product: [CH3:1][O:2][C:3]1[CH:8]=[CH:7][N:6]=[C:5]([C:9]2[N:13]([CH3:16])[CH:12]=[CH:11][N:10]=2)[CH:4]=1. Reactant: [CH3:1][O:2][C:3]1[CH:8]=[CH:7][N:6]=[C:5]([C:9]2[NH:10][CH:11]=[CH:12][N:13]=2)[CH:4]=1.[H-].[Na+].[CH3:16]OS(C1C=CC(C)=CC=1)(=O)=O. (6) Reactant: [CH3:1][CH2:2][NH:3][C:4]([C@H:6]1[N:10]([C:11]([C@@H:13]([NH:21][C:22]([C@@H:24]([NH:29][C:30]([C@H:32]([NH:37][C:38]([C@@H:40]([NH:49][C:50]([C@@H:52]([NH:55][C:56]([C@@H:58]([NH:69][C:70]([C@@H:72]([NH:79][C:80]([C@H:82]2[NH:87][C:85](=[O:86])[CH2:84][CH2:83]2)=[O:81])[CH2:73][C:74]2[NH:78][CH:77]=[N:76][CH:75]=2)=[O:71])[CH2:59][C:60]2[C:68]3[C:63](=[CH:64][CH:65]=[CH:66][CH:67]=3)[NH:62][CH:61]=2)=[O:57])[CH2:53][OH:54])=[O:51])[CH2:41][C:42]2[CH:47]=[CH:46][C:45]([OH:48])=[CH:44][CH:43]=2)=[O:39])[CH2:33][CH:34]([CH3:36])[CH3:35])=[O:31])[CH2:25][CH:26]([CH3:28])[CH3:27])=[O:23])[CH2:14][CH2:15][CH2:16][N:17]=[C:18]([NH2:20])[NH2:19])=[O:12])[CH2:9][CH2:8][CH2:7]1)=[O:5].CC(O)=O. Product: [CH3:1][CH2:2][NH:3][C:4]([C@H:6]1[N:10]([C:11]([C@@H:13]([NH:21][C:22]([C@@H:24]([NH:29][C:30]([C@H:32]([NH:37][C:38]([C@@H:40]([NH:49][C:50]([C@@H:52]([NH:55][C:56]([C@@H:58]([NH:69][C:70]([C@@H:72]([NH:79][C:80]([C@H:82]2[NH:87][C:85](=[O:86])[CH2:84][CH2:83]2)=[O:81])[CH2:73][C:74]2[N:78]=[CH:77][NH:76][CH:75]=2)=[O:71])[CH2:59][C:60]2[C:68]3[CH:67]=[CH:66][CH:65]=[CH:64][C:63]=3[NH:62][CH:61]=2)=[O:57])[CH2:53][OH:54])=[O:51])[CH2:41][C:42]2[CH:43]=[CH:44][C:45]([OH:48])=[CH:46][CH:47]=2)=[O:39])[CH2:33][CH:34]([CH3:36])[CH3:35])=[O:31])[CH2:25][CH:26]([CH3:28])[CH3:27])=[O:23])[CH2:14][CH2:15][CH2:16][NH:17][C:18]([NH2:20])=[NH:19])=[O:12])[CH2:9][CH2:8][CH2:7]1)=[O:5]. The catalyst class is: 15. (7) Reactant: N1C=CN=[CH:2]1.[Si:6](Cl)([C:9]([CH3:12])([CH3:11])[CH3:10])(C)C.[NH2:14][C:15]1[C:20]([Cl:21])=[CH:19][CH:18]=[CH:17][C:16]=1CO.C([O:27][CH2:28][CH3:29])(=O)C. Product: [C:9]([SiH2:6][O:27][C:28]([CH3:29])([CH3:2])[C:16]1[CH:17]=[CH:18][CH:19]=[C:20]([Cl:21])[C:15]=1[NH2:14])([CH3:12])([CH3:11])[CH3:10]. The catalyst class is: 9. (8) Reactant: [NH2:1][C:2]1[CH:3]=[C:4]2[C:9](=[CH:10][CH:11]=1)[O:8][CH:7]=[CH:6][C:5]2=[O:12].[Cl:13][C:14]1[CH:19]=[CH:18][C:17]([N:20]=[C:21]=[O:22])=[CH:16][CH:15]=1. Product: [Cl:13][C:14]1[CH:19]=[CH:18][C:17]([NH:20][C:21]([NH:1][C:2]2[CH:3]=[C:4]3[C:9](=[CH:10][CH:11]=2)[O:8][CH:7]=[CH:6][C:5]3=[O:12])=[O:22])=[CH:16][CH:15]=1. The catalyst class is: 11.